The task is: Predict the reactants needed to synthesize the given product.. This data is from Full USPTO retrosynthesis dataset with 1.9M reactions from patents (1976-2016). (1) Given the product [Br:8][C:6]1[N:5]=[C:4]([C:9]#[N:10])[C:3]([OH:11])=[C:2]([O:13][CH3:12])[CH:7]=1, predict the reactants needed to synthesize it. The reactants are: Br[C:2]1[CH:7]=[C:6]([Br:8])[N:5]=[C:4]([C:9]#[N:10])[C:3]=1[OH:11].[CH3:12][O-:13].[Na+].CO. (2) The reactants are: [Cl:1][C:2]1[N:3]=[C:4](Cl)[C:5]2[N:10]([CH2:11][C:12]3[CH:17]=[CH:16][C:15]([C:18]([F:21])([F:20])[F:19])=[CH:14][C:13]=3[N+:22]([O-:24])=[O:23])[C:9]([C:25]3[CH:30]=[CH:29][CH:28]=[C:27]([CH3:31])[CH:26]=3)=[CH:8][C:6]=2[N:7]=1.Cl.[CH:34]1([C@H:38]([NH2:40])[CH3:39])[CH2:37][CH2:36][CH2:35]1.C(N(CC)CC)C. Given the product [Cl:1][C:2]1[N:3]=[C:4]([NH:40][C@@H:38]([CH:34]2[CH2:37][CH2:36][CH2:35]2)[CH3:39])[C:5]2[N:10]([CH2:11][C:12]3[CH:17]=[CH:16][C:15]([C:18]([F:20])([F:19])[F:21])=[CH:14][C:13]=3[N+:22]([O-:24])=[O:23])[C:9]([C:25]3[CH:30]=[CH:29][CH:28]=[C:27]([CH3:31])[CH:26]=3)=[CH:8][C:6]=2[N:7]=1, predict the reactants needed to synthesize it. (3) Given the product [F:1][C:2]1([F:10])[CH2:5][CH:4]([S:6]([Cl:14])(=[O:8])=[O:7])[CH2:3]1, predict the reactants needed to synthesize it. The reactants are: [F:1][C:2]1([F:10])[CH2:5][CH:4]([S:6]([O-])(=[O:8])=[O:7])[CH2:3]1.[K+].S(Cl)([Cl:14])=O. (4) Given the product [CH:1]1[C:10]2[C:5](=[CH:6][C:7]([C:11]3[CH:12]=[C:13]([NH2:14])[O:23][N:22]=3)=[CH:8][CH:9]=2)[CH:4]=[CH:3][N:2]=1, predict the reactants needed to synthesize it. The reactants are: [CH:1]1[C:10]2[C:5](=[CH:6][C:7]([C:11](=O)[CH2:12][C:13]#[N:14])=[CH:8][CH:9]=2)[CH:4]=[CH:3][N:2]=1.C([O-])(=O)C.[Na+].Cl.[NH2:22][OH:23]. (5) Given the product [I:1][C:13]1[CH:12]=[N:11][N:10]([CH3:9])[C:14]=1[C:15]1[CH:20]=[CH:19][C:18]([CH3:21])=[CH:17][CH:16]=1, predict the reactants needed to synthesize it. The reactants are: [I:1]N1C(=O)CCC1=O.[CH3:9][N:10]1[C:14]([C:15]2[CH:20]=[CH:19][C:18]([CH3:21])=[CH:17][CH:16]=2)=[CH:13][CH:12]=[N:11]1. (6) Given the product [Cl:16][C:8]1[CH:7]=[CH:6][C:5]2[C:10](=[CH:11][CH:12]=[C:3]([O:2][CH3:1])[CH:4]=2)[N:9]=1, predict the reactants needed to synthesize it. The reactants are: [CH3:1][O:2][C:3]1[CH:4]=[C:5]2[C:10](=[CH:11][CH:12]=1)[N:9]=[C:8](O)[CH:7]=[CH:6]2.O=P(Cl)(Cl)[Cl:16]. (7) Given the product [CH3:23][O:22][CH2:21][CH2:20][N:5]1[C:4]([CH3:3])=[C:8]([B:9]2[O:13][C:12]([CH3:14])([CH3:15])[C:11]([CH3:17])([CH3:16])[O:10]2)[C:7]([CH3:18])=[N:6]1, predict the reactants needed to synthesize it. The reactants are: [H-].[Na+].[CH3:3][C:4]1[C:8]([B:9]2[O:13][C:12]([CH3:15])([CH3:14])[C:11]([CH3:17])([CH3:16])[O:10]2)=[C:7]([CH3:18])[NH:6][N:5]=1.Br[CH2:20][CH2:21][O:22][CH3:23].O. (8) Given the product [O:19]=[C:14]1[N:13]([C:10]2[CH:9]=[CH:8][C:7]([N:1]3[CH2:6][CH2:5][N:4]([CH2:31][CH2:32][CH2:33][CH2:34][C:35]4[C:43]5[C:38](=[CH:39][CH:40]=[C:41]([C:44]#[N:45])[CH:42]=5)[NH:37][CH:36]=4)[CH2:3][CH2:2]3)=[CH:12][CH:11]=2)[CH2:18][CH2:17][O:16][CH2:15]1, predict the reactants needed to synthesize it. The reactants are: [N:1]1([C:7]2[CH:12]=[CH:11][C:10]([N:13]3[CH2:18][CH2:17][O:16][CH2:15][C:14]3=[O:19])=[CH:9][CH:8]=2)[CH2:6][CH2:5][NH:4][CH2:3][CH2:2]1.CC1C=CC(S(O[CH2:31][CH2:32][CH2:33][CH2:34][C:35]2[C:43]3[C:38](=[CH:39][CH:40]=[C:41]([C:44]#[N:45])[CH:42]=3)[NH:37][CH:36]=2)(=O)=O)=CC=1.C(=O)([O-])[O-].[K+].[K+].[I-].[K+]. (9) Given the product [Br:1][C:2]1[S:23][C:5]2[N:6]([CH3:22])[C:7](=[O:21])[N:8]([CH2:11][CH2:12][CH2:13][O:14][CH:15]3[CH2:20][CH2:19][CH2:18][CH2:17][O:16]3)[C:9](=[O:10])[C:4]=2[C:3]=1[CH:24]([OH:25])[CH2:26][CH:27]([CH3:29])[CH3:28], predict the reactants needed to synthesize it. The reactants are: [Br:1][C:2]1[S:23][C:5]2[N:6]([CH3:22])[C:7](=[O:21])[N:8]([CH2:11][CH2:12][CH2:13][O:14][CH:15]3[CH2:20][CH2:19][CH2:18][CH2:17][O:16]3)[C:9](=[O:10])[C:4]=2[C:3]=1[CH:24]=[O:25].[CH2:26]([Mg]Br)[CH:27]([CH3:29])[CH3:28].